From a dataset of Peptide-MHC class I binding affinity with 185,985 pairs from IEDB/IMGT. Regression. Given a peptide amino acid sequence and an MHC pseudo amino acid sequence, predict their binding affinity value. This is MHC class I binding data. (1) The peptide sequence is SELTVSPPD. The MHC is HLA-A69:01 with pseudo-sequence HLA-A69:01. The binding affinity (normalized) is 0.0847. (2) The peptide sequence is TSTLQEQIGW. The MHC is HLA-B44:03 with pseudo-sequence HLA-B44:03. The binding affinity (normalized) is 0.103. (3) The peptide sequence is SRIGAWASK. The MHC is HLA-A02:01 with pseudo-sequence HLA-A02:01. The binding affinity (normalized) is 0.0847. (4) The peptide sequence is DMFLTSVINR. The MHC is HLA-A68:01 with pseudo-sequence HLA-A68:01. The binding affinity (normalized) is 0.786. (5) The peptide sequence is FQPQQGQFI. The MHC is H-2-Kb with pseudo-sequence H-2-Kb. The binding affinity (normalized) is 0.0258. (6) The peptide sequence is KIIAVFDSK. The MHC is HLA-A68:01 with pseudo-sequence HLA-A68:01. The binding affinity (normalized) is 0.431. (7) The peptide sequence is MYQYIFLSF. The MHC is HLA-B39:01 with pseudo-sequence HLA-B39:01. The binding affinity (normalized) is 0.0847. (8) The peptide sequence is KEHVIQNAF. The MHC is HLA-B40:02 with pseudo-sequence HLA-B40:02. The binding affinity (normalized) is 0.849. (9) The peptide sequence is TLIASLVMLL. The MHC is HLA-A02:01 with pseudo-sequence HLA-A02:01. The binding affinity (normalized) is 0.640.